Dataset: Reaction yield outcomes from USPTO patents with 853,638 reactions. Task: Predict the reaction yield, written as a fraction of the theoretical maximum amount of product (1.0 means a 100% yield; for example, 0.34 means a 34% yield). (1) The catalyst is CO.O1CCCC1. The reactants are [Cl:1][C:2]1[CH:3]=[CH:4][C:5]([O:23][CH2:24][CH2:25][C:26]2[C:31]([F:32])=[CH:30][CH:29]=[CH:28][C:27]=2[F:33])=[C:6]([CH:22]=1)[C:7]([NH:9][C@H:10]([C:12]1[CH:21]=[CH:20][C:15]([C:16]([O:18]C)=[O:17])=[CH:14][CH:13]=1)[CH3:11])=[O:8].[OH-].[Na+]. The yield is 0.650. The product is [Cl:1][C:2]1[CH:3]=[CH:4][C:5]([O:23][CH2:24][CH2:25][C:26]2[C:31]([F:32])=[CH:30][CH:29]=[CH:28][C:27]=2[F:33])=[C:6]([CH:22]=1)[C:7]([NH:9][C@H:10]([C:12]1[CH:13]=[CH:14][C:15]([C:16]([OH:18])=[O:17])=[CH:20][CH:21]=1)[CH3:11])=[O:8]. (2) The reactants are [C:1]([O:5][C:6](=[O:33])[CH2:7][NH:8][CH2:9][C:10]1[CH:15]=[CH:14][C:13]([C:16]2[CH:17]=[N:18][C:19]([CH2:22][C:23]3[CH:28]=[CH:27][C:26]([O:29][CH2:30][CH2:31]Cl)=[CH:25][CH:24]=3)=[N:20][CH:21]=2)=[CH:12][CH:11]=1)([CH3:4])([CH3:3])[CH3:2].[I-].[Na+].[O:36]1[CH2:40][CH2:39][CH2:38][CH:37]1[C:41]([N:43]1[CH2:48][CH2:47][NH:46][CH2:45][CH2:44]1)=[O:42]. The catalyst is CN(C=O)C. The product is [C:1]([O:5][C:6](=[O:33])[CH2:7][NH:8][CH2:9][C:10]1[CH:15]=[CH:14][C:13]([C:16]2[CH:17]=[N:18][C:19]([CH2:22][C:23]3[CH:28]=[CH:27][C:26]([O:29][CH2:30][CH2:31][N:46]4[CH2:47][CH2:48][N:43]([C:41]([CH:37]5[CH2:38][CH2:39][CH2:40][O:36]5)=[O:42])[CH2:44][CH2:45]4)=[CH:25][CH:24]=3)=[N:20][CH:21]=2)=[CH:12][CH:11]=1)([CH3:4])([CH3:3])[CH3:2]. The yield is 0.510. (3) The product is [F:1][C:2]1[CH:3]=[CH:4][C:5]([C:8]2[NH:9][CH:10]=[C:11]([CH:19]=[CH:20][CH:21]=[O:22])[C:12]=2[C:13]2[CH:18]=[CH:17][N:16]=[CH:15][CH:14]=2)=[CH:6][CH:7]=1. The reactants are [F:1][C:2]1[CH:7]=[CH:6][C:5]([C:8]2[NH:9][CH:10]=[C:11]([CH:19]=[CH:20][CH2:21][OH:22])[C:12]=2[C:13]2[CH:18]=[CH:17][N:16]=[CH:15][CH:14]=2)=[CH:4][CH:3]=1.C(OCC)(=O)C. The catalyst is CS(C)=O.[O-2].[Mn+2]. The yield is 0.840. (4) The reactants are [Cl:1][C:2]1[N:7]=[C:6]([NH:8][C:9]2[CH:13]=[C:12]([CH:14]3[CH2:16][CH2:15]3)[NH:11][N:10]=2)[C:5]([C:17](OCC)=[O:18])=[CH:4][N:3]=1.[H-].[H-].[H-].[H-].[Li+].[Al+3]. The catalyst is C1COCC1. The product is [Cl:1][C:2]1[N:7]=[C:6]([NH:8][C:9]2[CH:13]=[C:12]([CH:14]3[CH2:15][CH2:16]3)[NH:11][N:10]=2)[C:5]([CH2:17][OH:18])=[CH:4][N:3]=1. The yield is 0.120. (5) The reactants are Cl[C:2]1[C:7]([C:8]([F:11])([F:10])[F:9])=[CH:6][N:5]=[C:4]([NH:12][C:13]2[CH:27]=[CH:26][C:16]([CH2:17][P:18](=[O:25])([O:22][CH2:23][CH3:24])[O:19][CH2:20][CH3:21])=[CH:15][C:14]=2[O:28][CH3:29])[N:3]=1.[NH2:30][C:31]1[CH:32]=[CH:33][CH:34]=[C:35]2[C:39]=1[C:38](=[O:40])[N:37]([CH3:41])[CH:36]2[CH3:42].C([O-])(O)=O.[Na+]. No catalyst specified. The product is [CH3:42][CH:36]1[C:35]2[C:39](=[C:31]([NH:30][C:2]3[C:7]([C:8]([F:9])([F:11])[F:10])=[CH:6][N:5]=[C:4]([NH:12][C:13]4[CH:27]=[CH:26][C:16]([CH2:17][P:18](=[O:25])([O:22][CH2:23][CH3:24])[O:19][CH2:20][CH3:21])=[CH:15][C:14]=4[O:28][CH3:29])[N:3]=3)[CH:32]=[CH:33][CH:34]=2)[C:38](=[O:40])[N:37]1[CH3:41]. The yield is 0.340.